Task: Predict the product of the given reaction.. Dataset: Forward reaction prediction with 1.9M reactions from USPTO patents (1976-2016) (1) Given the reactants [OH:1][C:2]1[CH:3]=[C:4]([C:8]2[N:17]=[C:16]([NH:18][C:19]3[CH:20]=[C:21]4[C:25](=[CH:26][CH:27]=3)[N:24]([C:28]([O:30][C:31]([CH3:34])([CH3:33])[CH3:32])=[O:29])[N:23]=[CH:22]4)[C:15]3[C:10](=[CH:11][C:12]([O:40][CH3:41])=[C:13]([O:35][CH2:36][CH2:37][O:38][CH3:39])[CH:14]=3)[N:9]=2)[CH:5]=[CH:6][CH:7]=1.Cl[CH2:43][C:44]([NH:46][CH:47]([CH3:49])[CH3:48])=[O:45].C([O-])([O-])=O.[K+].[K+], predict the reaction product. The product is: [CH:47]([NH:46][C:44](=[O:45])[CH2:43][O:1][C:2]1[CH:3]=[C:4]([C:8]2[N:17]=[C:16]([NH:18][C:19]3[CH:20]=[C:21]4[C:25](=[CH:26][CH:27]=3)[N:24]([C:28]([O:30][C:31]([CH3:33])([CH3:34])[CH3:32])=[O:29])[N:23]=[CH:22]4)[C:15]3[C:10](=[CH:11][C:12]([O:40][CH3:41])=[C:13]([O:35][CH2:36][CH2:37][O:38][CH3:39])[CH:14]=3)[N:9]=2)[CH:5]=[CH:6][CH:7]=1)([CH3:49])[CH3:48]. (2) Given the reactants [Br:1][C:2]1[CH:21]=[N:20][C:5]2=[N:6][C:7]([N:11]3[CH2:16][CH2:15][N:14]4[CH2:17][CH2:18][CH2:19][CH:13]4[CH2:12]3)=[C:8](Cl)[N:9]=[C:4]2[CH:3]=1.O.[NH2:23][NH2:24].CCOCC.CCO, predict the reaction product. The product is: [Br:1][C:2]1[CH:21]=[N:20][C:5]2=[N:6][C:7]([N:11]3[CH2:16][CH2:15][N:14]4[CH2:17][CH2:18][CH2:19][CH:13]4[CH2:12]3)=[C:8]([NH:23][NH2:24])[N:9]=[C:4]2[CH:3]=1. (3) Given the reactants [CH3:1][O:2][C:3]1[CH:11]=[CH:10][C:9]([O:12][C:13]([F:16])([F:15])[F:14])=[CH:8][C:4]=1[C:5]([OH:7])=[O:6].C(Cl)(=O)C(Cl)=O.[C:23]1(O)[CH:28]=[CH:27][CH:26]=[CH:25][CH:24]=1.CCN(C(C)C)C(C)C, predict the reaction product. The product is: [CH3:1][O:2][C:3]1[CH:11]=[CH:10][C:9]([O:12][C:13]([F:14])([F:15])[F:16])=[CH:8][C:4]=1[C:5]([O:7][C:23]1[CH:28]=[CH:27][CH:26]=[CH:25][CH:24]=1)=[O:6]. (4) Given the reactants [CH3:1][O:2][C:3]1[CH:12]=[C:11]2[C:6]([CH:7]=[CH:8][CH:9]=[C:10]2[C:13]([OH:15])=O)=[CH:5][CH:4]=1.[Cl-].[Al+3].[Cl-].[Cl-].[O:20]1C=CC=[C:21]1C(O)=O.C1(OC)C=CC=CC=1.COC1C=CC(CCCC(OCC)=O)=CC=1.COC1C=C2C(CCC=C2C(O)=O)=CC=1.COC1C=CC2C(=CC=CC=2)C=1.C(Cl)(=O)C(Cl)=O, predict the reaction product. The product is: [CH3:1][O:2][C:3]1[CH:4]=[CH:5][C:6]2[C:11]3[C:12]=1[C:21](=[O:20])[C:13](=[O:15])[C:10]=3[CH:9]=[CH:8][CH:7]=2.